The task is: Predict the reaction yield, written as a fraction of the theoretical maximum amount of product (1.0 means a 100% yield; for example, 0.34 means a 34% yield).. This data is from Reaction yield outcomes from USPTO patents with 853,638 reactions. The reactants are Cl.[N:2]1[CH:7]=[CH:6][CH:5]=[CH:4][C:3]=1[S:8][S:9][CH2:10][CH2:11][C:12]([NH:14][NH2:15])=[O:13].[OH:16][C:17]1[C:34]2[CH2:33][C@@:32]([OH:39])([C:35](=O)[CH2:36][OH:37])[CH2:31][C@H:30]([O:40][C@@H:41]3[O:55][C@@H:54]([CH3:56])[C@H:44]4[O:45][C@H:46]5[N:51]([C@H:43]4[CH2:42]3)[CH2:50][CH2:49][O:48][C@@H:47]5[O:52][CH3:53])[C:29]=2[C:28]([OH:57])=[C:27]2[C:18]=1[C:19](=[O:61])[C:20]1[CH:21]=[CH:22][CH:23]=[C:24]([O:59][CH3:60])[C:25]=1[C:26]2=[O:58]. The catalyst is CO. The product is [OH:37][CH2:36]/[C:35](=[N:15]\[NH:14][C:12](=[O:13])[CH2:11][CH2:10][S:9][S:8][C:3]1[CH:4]=[CH:5][CH:6]=[CH:7][N:2]=1)/[C@@:32]1([OH:39])[CH2:31][C@H:30]([O:40][C@@H:41]2[O:55][C@@H:54]([CH3:56])[C@H:44]3[O:45][C@H:46]4[N:51]([C@H:43]3[CH2:42]2)[CH2:50][CH2:49][O:48][C@@H:47]4[O:52][CH3:53])[C:29]2[C:34](=[C:17]([OH:16])[C:18]3[C:19](=[O:61])[C:20]4[C:25]([C:26](=[O:58])[C:27]=3[C:28]=2[OH:57])=[C:24]([O:59][CH3:60])[CH:23]=[CH:22][CH:21]=4)[CH2:33]1. The yield is 0.270.